Dataset: Catalyst prediction with 721,799 reactions and 888 catalyst types from USPTO. Task: Predict which catalyst facilitates the given reaction. (1) The catalyst class is: 5. Product: [Br:1][C:2]1[CH:11]=[C:6]2[O:7][CH2:8][CH2:9][O:10][C:5]2=[C:4]2[C:3]=1[NH:12][CH:13]=[CH:14][C:19]2=[O:20]. Reactant: [Br:1][C:2]1[C:3]([NH:12][CH:13]=[C:14]2[C:19](=[O:20])OC(C)(C)OC2=O)=[CH:4][C:5]2[O:10][CH2:9][CH2:8][O:7][C:6]=2[CH:11]=1.C1C=CC(C2C=CC=CC=2)=CC=1.C1C=CC(OC2C=CC=CC=2)=CC=1.C(OCC)(=O)C.CCCCCC. (2) Reactant: [CH3:1][C:2]([CH3:31])([CH3:30])[CH2:3][NH:4][C:5]1[C:6]([NH2:29])=[N:7][C:8]([C:12]2[C:20]3[C:15](=[N:16][CH:17]=[CH:18][CH:19]=3)[N:14]([CH2:21][C:22]3[CH:27]=[CH:26][CH:25]=[CH:24][C:23]=3[F:28])[N:13]=2)=[N:9][C:10]=1[NH2:11].C1N=CN([C:37](N2C=NC=C2)=[O:38])C=1.C(N(CC)CC)C. Product: [NH2:29][C:6]1[N:7]=[C:8]([C:12]2[C:20]3[C:15](=[N:16][CH:17]=[CH:18][CH:19]=3)[N:14]([CH2:21][C:22]3[CH:27]=[CH:26][CH:25]=[CH:24][C:23]=3[F:28])[N:13]=2)[N:9]=[C:10]2[C:5]=1[N:4]([CH2:3][C:2]([CH3:31])([CH3:30])[CH3:1])[C:37](=[O:38])[NH:11]2. The catalyst class is: 9. (3) Reactant: [F:1][C:2]1[CH:7]=[CH:6][C:5]([S:8]([CH3:11])(=[O:10])=[O:9])=[CH:4][CH:3]=1.[Br:12]N1C(=O)CCC1=O. Product: [Br:12][C:7]1[CH:6]=[C:5]([S:8]([CH3:11])(=[O:10])=[O:9])[CH:4]=[CH:3][C:2]=1[F:1]. The catalyst class is: 65. (4) Reactant: [NH:1]1[C:9]2[C:4](=[CH:5][CH:6]=[CH:7][CH:8]=2)[CH:3]=[C:2]1[C:10]1[C:11](=[O:22])[NH:12][N:13]=[C:14]([C:16]2[CH:21]=[CH:20][N:19]=[CH:18][CH:17]=2)[CH:15]=1.C1C(=O)N([I:30])C(=O)C1. Product: [I:30][C:3]1[C:4]2[C:9](=[CH:8][CH:7]=[CH:6][CH:5]=2)[NH:1][C:2]=1[C:10]1[C:11](=[O:22])[NH:12][N:13]=[C:14]([C:16]2[CH:21]=[CH:20][N:19]=[CH:18][CH:17]=2)[CH:15]=1. The catalyst class is: 21. (5) Reactant: [CH3:1][C:2]([C:4]1[CH:5]=[CH:6][C:7]([OH:10])=[CH:8][CH:9]=1)=[O:3].Cl[C:12]1[CH:20]=[CH:19][C:15]([C:16]([NH2:18])=[O:17])=[CH:14][N:13]=1.C([O-])([O-])=O.[K+].[K+].C1(C)C=CC=CC=1. Product: [C:2]([C:4]1[CH:9]=[CH:8][C:7]([O:10][C:14]2[N:13]=[CH:12][CH:20]=[CH:19][C:15]=2[C:16]([NH2:18])=[O:17])=[CH:6][CH:5]=1)(=[O:3])[CH3:1]. The catalyst class is: 3. (6) Reactant: [NH2:1][C@@H:2]1[CH2:7][CH2:6][CH2:5][C@H:4]([OH:8])[CH2:3]1.[C:9]([O:13][C:14](O[C:14]([O:13][C:9]([CH3:12])([CH3:11])[CH3:10])=[O:15])=[O:15])([CH3:12])([CH3:11])[CH3:10].[Cl-].[Na+]. Product: [OH:8][C@H:4]1[CH2:5][CH2:6][CH2:7][C@@H:2]([NH:1][C:14](=[O:15])[O:13][C:9]([CH3:12])([CH3:11])[CH3:10])[CH2:3]1. The catalyst class is: 38.